From a dataset of Forward reaction prediction with 1.9M reactions from USPTO patents (1976-2016). Predict the product of the given reaction. (1) Given the reactants Br[C:2]1[C:15]2[C:6](=[C:7]3[C:12](=[CH:13][CH:14]=2)[C:11](Br)=[CH:10][C:9]([CH3:17])=[N:8]3)[N:5]=[C:4]([CH3:18])[CH:3]=1.[CH2:19]([C:25]1[CH:30]=[CH:29][C:28](B(O)O)=[CH:27][CH:26]=1)[CH2:20][CH2:21][CH2:22][CH2:23][CH3:24], predict the reaction product. The product is: [CH3:17][C:9]1[CH:10]=[C:11]([C:28]2[CH:29]=[CH:30][C:25]([CH2:19][CH2:20][CH2:21][CH2:22][CH2:23][CH3:24])=[CH:26][CH:27]=2)[C:12]2[C:7](=[C:6]3[C:15](=[CH:14][CH:13]=2)[C:2]([C:28]2[CH:27]=[CH:26][C:25]([CH2:19][CH2:20][CH2:21][CH2:22][CH2:23][CH3:24])=[CH:30][CH:29]=2)=[CH:3][C:4]([CH3:18])=[N:5]3)[N:8]=1. (2) Given the reactants [Cl:1][C:2]1[CH:7]=[CH:6][CH:5]=[C:4]([Cl:8])[C:3]=1[N:9]1[CH:13]=[CH:12][C:11]([NH2:14])=[N:10]1.C(N(CC)CC)C.[I:22][C:23]1[CH:31]=[CH:30][CH:29]=[CH:28][C:24]=1[C:25](Cl)=[O:26], predict the reaction product. The product is: [Cl:8][C:4]1[CH:5]=[CH:6][CH:7]=[C:2]([Cl:1])[C:3]=1[N:9]1[CH:13]=[CH:12][C:11]([NH:14][C:25](=[O:26])[C:24]2[CH:28]=[CH:29][CH:30]=[CH:31][C:23]=2[I:22])=[N:10]1. (3) Given the reactants [OH:1][C:2]1[CH:7]=[CH:6][C:5]([NH:8][C:9]([CH:11]2[CH2:16][CH2:15][CH2:14][CH2:13][CH2:12]2)=[O:10])=[CH:4][CH:3]=1.[I-].C[N+]1C=CN([C:24](=[O:33])[N:25]([CH3:32])[C:26]2[CH:31]=[CH:30][CH:29]=[CH:28][CH:27]=2)C=1, predict the reaction product. The product is: [CH:11]1([C:9]([NH:8][C:5]2[CH:4]=[CH:3][C:2]([O:1][C:24](=[O:33])[N:25]([CH3:32])[C:26]3[CH:31]=[CH:30][CH:29]=[CH:28][CH:27]=3)=[CH:7][CH:6]=2)=[O:10])[CH2:12][CH2:13][CH2:14][CH2:15][CH2:16]1.